From a dataset of Full USPTO retrosynthesis dataset with 1.9M reactions from patents (1976-2016). Predict the reactants needed to synthesize the given product. (1) The reactants are: [NH:1]1[CH2:6][CH2:5][C:4]2([O:11][C:10]3[C:12]4[C:17]([C:18](=[O:21])[C:19](=[O:20])[C:9]=3[S:8][CH2:7]2)=[CH:16][CH:15]=[CH:14][CH:13]=4)[CH2:3][CH2:2]1.[C:22]([C:26]1[CH:36]=[CH:35][C:29]([O:30][CH2:31][C@H:32]2[CH2:34][O:33]2)=[CH:28][CH:27]=1)([CH3:25])([CH3:24])[CH3:23]. Given the product [C:22]([C:26]1[CH:36]=[CH:35][C:29]([O:30][CH2:31][C@H:32]([OH:33])[CH2:34][N:1]2[CH2:2][CH2:3][C:4]3([O:11][C:10]4[C:12]5[C:17]([C:18](=[O:21])[C:19](=[O:20])[C:9]=4[S:8][CH2:7]3)=[CH:16][CH:15]=[CH:14][CH:13]=5)[CH2:5][CH2:6]2)=[CH:28][CH:27]=1)([CH3:23])([CH3:24])[CH3:25], predict the reactants needed to synthesize it. (2) Given the product [C:18]([O:22][C:23](=[O:26])[C:24]([CH:16]([C:13]1[O:12][C:11]([C:9]([O:8][CH2:1][C:2]2[CH:7]=[CH:6][CH:5]=[CH:4][CH:3]=2)=[O:10])=[CH:15][CH:14]=1)[OH:17])=[CH2:25])([CH3:21])([CH3:20])[CH3:19], predict the reactants needed to synthesize it. The reactants are: [CH2:1]([O:8][C:9]([C:11]1[O:12][C:13]([CH:16]=[O:17])=[CH:14][CH:15]=1)=[O:10])[C:2]1[CH:7]=[CH:6][CH:5]=[CH:4][CH:3]=1.[C:18]([O:22][C:23](=[O:26])[CH:24]=[CH2:25])([CH3:21])([CH3:20])[CH3:19].N12CCN(CC1)CC2. (3) Given the product [Cl:15][C:16]1[CH:28]=[N:27][C:19]2[NH:20][C:21]3[CH2:26][CH2:25][N:24]([S:11]([C:4]4[CH:5]=[C:6]([O:9][CH3:10])[CH:7]=[CH:8][C:3]=4[O:2][CH3:1])(=[O:13])=[O:12])[CH2:23][C:22]=3[C:18]=2[CH:17]=1, predict the reactants needed to synthesize it. The reactants are: [CH3:1][O:2][C:3]1[CH:8]=[CH:7][C:6]([O:9][CH3:10])=[CH:5][C:4]=1[S:11](Cl)(=[O:13])=[O:12].[Cl:15][C:16]1[CH:28]=[N:27][C:19]2[NH:20][C:21]3[CH2:26][CH2:25][NH:24][CH2:23][C:22]=3[C:18]=2[CH:17]=1.O. (4) Given the product [Cl:1][C:2]1[CH:16]=[C:15]([Cl:17])[CH:14]=[CH:13][C:3]=1[O:4][C:5]1[CH:12]=[CH:11][CH:10]=[CH:9][C:6]=1[C:7]([OH:20])=[O:18], predict the reactants needed to synthesize it. The reactants are: [Cl:1][C:2]1[CH:16]=[C:15]([Cl:17])[CH:14]=[CH:13][C:3]=1[O:4][C:5]1[CH:12]=[CH:11][CH:10]=[CH:9][C:6]=1[C:7]#N.[OH-:18].[K+].[OH2:20]. (5) Given the product [C:22]([O:21][C:19]([NH:18][C:15]1[S:16][CH:17]=[C:13](/[C:12](=[N:26]/[O:27][C:28]([CH3:37])([CH3:36])[C:29]([O:31][C:32]([CH3:35])([CH3:34])[CH3:33])=[O:30])/[C:11]([NH:10][C@@H:9]2[C:8](=[O:39])[NH:7][C@@H:6]2[CH2:5][NH:4][CH2:3][CH2:2][NH:1][CH2:48][CH2:47][NH:46][C:45](=[O:50])[O:44][C:40]([CH3:43])([CH3:42])[CH3:41])=[O:38])[N:14]=1)=[O:20])([CH3:25])([CH3:24])[CH3:23], predict the reactants needed to synthesize it. The reactants are: [NH2:1][CH2:2][CH2:3][NH:4][CH2:5][C@@H:6]1[C@H:9]([NH:10][C:11](=[O:38])/[C:12](=[N:26]\[O:27][C:28]([CH3:37])([CH3:36])[C:29]([O:31][C:32]([CH3:35])([CH3:34])[CH3:33])=[O:30])/[C:13]2[N:14]=[C:15]([NH:18][C:19]([O:21][C:22]([CH3:25])([CH3:24])[CH3:23])=[O:20])[S:16][CH:17]=2)[C:8](=[O:39])[NH:7]1.[C:40]([O:44][C:45](=[O:50])[NH:46][CH2:47][CH:48]=O)([CH3:43])([CH3:42])[CH3:41].C(O[BH-](OC(=O)C)OC(=O)C)(=O)C.[Na+]. (6) Given the product [NH:23]1[C:31]2[C:26](=[CH:27][CH:28]=[CH:29][CH:30]=2)[C:25]([CH:7]2[C:8]3[C:13](=[CH:12][CH:11]=[CH:10][CH:9]=3)[C:14]3[CH:1]=[CH:2][CH:3]=[CH:4][C:5]=3[N:6]2[C:20]([C:15]2[S:19][CH:18]=[CH:17][CH:16]=2)=[O:21])=[CH:24]1, predict the reactants needed to synthesize it. The reactants are: [CH:1]1[C:14]2[C:5](=[N:6][CH:7]=[C:8]3[C:13]=2[CH:12]=[CH:11][CH:10]=[CH:9]3)[CH:4]=[CH:3][CH:2]=1.[C:15]1([C:20](Cl)=[O:21])[S:19][CH:18]=[CH:17][CH:16]=1.[NH:23]1[C:31]2[C:26](=[CH:27][CH:28]=[CH:29][CH:30]=2)[CH:25]=[CH:24]1. (7) Given the product [CH3:1][O:2][C:3]([C:5]1[S:14][C:8]2=[CH:9][N:10]=[CH:11][CH:12]=[C:7]2[CH:6]=1)=[O:4], predict the reactants needed to synthesize it. The reactants are: [CH3:1][O:2][C:3]([C:5]1[S:14][C:8]2=[CH:9][N:10]=[CH:11][C:12](Br)=[C:7]2[CH:6]=1)=[O:4].